Dataset: Catalyst prediction with 721,799 reactions and 888 catalyst types from USPTO. Task: Predict which catalyst facilitates the given reaction. (1) Reactant: [CH3:1][C:2]1[C:6]([CH2:7][O:8][C:9]2[CH:14]=[CH:13][C:12]([CH:15]([NH:34]C(=O)OC(C)(C)C)[C:16]([NH:18][CH:19]([C:26]3[CH:31]=[CH:30][C:29]([CH3:32])=[CH:28][C:27]=3[CH3:33])[C:20]3[CH:25]=[CH:24][CH:23]=[CH:22][CH:21]=3)=[O:17])=[CH:11][CH:10]=2)=[C:5]([CH3:42])[O:4][N:3]=1. Product: [NH2:34][CH:15]([C:12]1[CH:11]=[CH:10][C:9]([O:8][CH2:7][C:6]2[C:2]([CH3:1])=[N:3][O:4][C:5]=2[CH3:42])=[CH:14][CH:13]=1)[C:16]([NH:18][CH:19]([C:26]1[CH:31]=[CH:30][C:29]([CH3:32])=[CH:28][C:27]=1[CH3:33])[C:20]1[CH:21]=[CH:22][CH:23]=[CH:24][CH:25]=1)=[O:17]. The catalyst class is: 4. (2) Reactant: [Cl:1][CH2:2][CH2:3][OH:4].[C:5]1([S:11](Cl)(=[O:13])=[O:12])[CH:10]=[CH:9][CH:8]=[CH:7][CH:6]=1.N1C=CC=CC=1. Product: [Cl:1][CH2:2][CH2:3][O:4][S:11]([C:5]1[CH:10]=[CH:9][CH:8]=[CH:7][CH:6]=1)(=[O:13])=[O:12]. The catalyst class is: 6. (3) Reactant: CC1C=C2C(N=CC=C2)=C2C=1C=CC=N2.C([O-])([O-])=O.[Cs+].[Cs+].I[C:23]1[CH:28]=[CH:27][C:26]([O:29][CH3:30])=[CH:25][CH:24]=1.[CH:31]1([OH:36])[CH2:35][CH2:34][CH2:33][CH2:32]1. Product: [CH:31]1([O:36][C:23]2[CH:28]=[CH:27][C:26]([O:29][CH3:30])=[CH:25][CH:24]=2)[CH2:35][CH2:34][CH2:33][CH2:32]1. The catalyst class is: 205.